From a dataset of Full USPTO retrosynthesis dataset with 1.9M reactions from patents (1976-2016). Predict the reactants needed to synthesize the given product. (1) Given the product [ClH:29].[O:1]=[C:2]1[NH:11][C:10]2[N:9]=[CH:8][C:7](/[CH:12]=[CH:13]/[C:14]([OH:16])=[O:15])=[CH:6][C:5]=2[CH2:4][CH2:3]1, predict the reactants needed to synthesize it. The reactants are: [O:1]=[C:2]1[NH:11][C:10]2[N:9]=[CH:8][C:7](/[CH:12]=[CH:13]/[C:14]([O:16]C(C)(C)C)=[O:15])=[CH:6][C:5]=2[CH2:4][CH2:3]1.C(O)(C(F)(F)F)=O.C(Cl)[Cl:29]. (2) Given the product [CH3:33][C:29]1([CH3:32])[O:28][C:27]2[CH:34]=[CH:35][C:24]([C@H:22]3[O:21][C:20](=[O:36])[N:19]([CH2:18][CH2:17][CH2:16][CH2:15][CH2:14][CH2:13][O:12][CH2:11][CH2:10][O:9][CH2:8][C:4]4[CH:3]=[C:2]([NH:1][C:43](=[O:44])[C:42]5[CH:46]=[CH:47][CH:48]=[C:40]([N+:37]([O-:39])=[O:38])[CH:41]=5)[CH:7]=[CH:6][CH:5]=4)[CH2:23]3)=[CH:25][C:26]=2[CH2:31][O:30]1, predict the reactants needed to synthesize it. The reactants are: [NH2:1][C:2]1[CH:3]=[C:4]([CH2:8][O:9][CH2:10][CH2:11][O:12][CH2:13][CH2:14][CH2:15][CH2:16][CH2:17][CH2:18][N:19]2[CH2:23][C@@H:22]([C:24]3[CH:35]=[CH:34][C:27]4[O:28][C:29]([CH3:33])([CH3:32])[O:30][CH2:31][C:26]=4[CH:25]=3)[O:21][C:20]2=[O:36])[CH:5]=[CH:6][CH:7]=1.[N+:37]([C:40]1[CH:41]=[C:42]([CH:46]=[CH:47][CH:48]=1)[C:43](Cl)=[O:44])([O-:39])=[O:38].C(=O)(O)[O-].[Na+]. (3) Given the product [CH2:12]([O:1][C:2]1[CH:7]=[CH:6][CH:5]=[C:4]([O:8][CH2:9][C:3]2[CH:4]=[CH:5][CH:6]=[CH:7][CH:2]=2)[C:3]=1[C:9](=[O:11])[CH3:10])[C:13]1[CH:18]=[CH:17][CH:16]=[CH:15][CH:14]=1, predict the reactants needed to synthesize it. The reactants are: [OH:1][C:2]1[CH:7]=[CH:6][CH:5]=[C:4]([OH:8])[C:3]=1[C:9](=[O:11])[CH3:10].[CH2:12](Br)[C:13]1[CH:18]=[CH:17][CH:16]=[CH:15][CH:14]=1.C(=O)([O-])[O-].[K+].[K+].[I-].[Na+]. (4) Given the product [OH:34][C@H:33]([C:24]1[CH:25]=[CH:26][C:27]2[C:28](=[O:32])[O:29][CH2:30][C:31]=2[C:23]=1[CH3:22])[CH2:35][N:7]1[CH2:8][CH2:9][N:4]([CH2:3][CH:2]([OH:1])[C:11]2[CH:20]=[CH:19][C:14]3[C:15](=[O:18])[O:16][CH2:17][C:13]=3[C:12]=2[CH3:21])[C:5](=[O:10])[CH2:6]1, predict the reactants needed to synthesize it. The reactants are: [OH:1][CH:2]([C:11]1[CH:20]=[CH:19][C:14]2[C:15](=[O:18])[O:16][CH2:17][C:13]=2[C:12]=1[CH3:21])[CH2:3][N:4]1[CH2:9][CH2:8][NH:7][CH2:6][C:5]1=[O:10].[CH3:22][C:23]1[C:31]2[CH2:30][O:29][C:28](=[O:32])[C:27]=2[CH:26]=[CH:25][C:24]=1[C@@H:33]1[CH2:35][O:34]1. (5) Given the product [NH2:11][C:8]1[CH:7]=[C:4]([CH:3]=[C:2]([Br:1])[C:9]=1[OH:10])[C:5]#[N:6], predict the reactants needed to synthesize it. The reactants are: [Br:1][C:2]1[CH:3]=[C:4]([CH:7]=[C:8]([N+:11]([O-])=O)[C:9]=1[OH:10])[C:5]#[N:6].C.NN. (6) Given the product [CH:1]1([N:4]([C@H:15]2[CH2:20][CH2:19][C@H:18]([CH2:21][C:32]([OH:31])([CH3:33])[CH3:26])[CH2:17][CH2:16]2)[C:5](=[O:14])[C:6]2[CH:11]=[CH:10][C:9]([CH3:12])=[CH:8][C:7]=2[F:13])[CH2:3][CH2:2]1, predict the reactants needed to synthesize it. The reactants are: [CH:1]1([N:4]([CH:15]2[CH2:20][CH2:19][CH:18]([CH2:21]C(OC)=O)[CH2:17][CH2:16]2)[C:5](=[O:14])[C:6]2[CH:11]=[CH:10][C:9]([CH3:12])=[CH:8][C:7]=2[F:13])[CH2:3][CH2:2]1.[CH3:26][Mg]Br.C([O:31][CH2:32][CH3:33])C. (7) Given the product [NH2:13][C:11]1[N:12]=[C:7]([N:1]2[CH2:6][CH2:5][N:4]([C:31]([NH:30][C:27]3[CH:28]=[CH:29][C:24]([Cl:23])=[CH:25][CH:26]=3)=[O:32])[CH2:3][CH2:2]2)[C:8]2[N:16]=[C:15]([C:17]3[CH:18]=[N:19][CH:20]=[CH:21][CH:22]=3)[S:14][C:9]=2[N:10]=1, predict the reactants needed to synthesize it. The reactants are: [N:1]1([C:7]2[C:8]3[N:16]=[C:15]([C:17]4[CH:18]=[N:19][CH:20]=[CH:21][CH:22]=4)[S:14][C:9]=3[N:10]=[C:11]([NH2:13])[N:12]=2)[CH2:6][CH2:5][NH:4][CH2:3][CH2:2]1.[Cl:23][C:24]1[CH:29]=[CH:28][C:27]([N:30]=[C:31]=[O:32])=[CH:26][CH:25]=1. (8) Given the product [CH2:40]([NH:47][CH2:15][C:17]1[CH:18]=[C:19]([CH2:33][N:34]2[CH2:39][CH2:38][O:37][CH2:36][CH2:35]2)[CH:20]=[C:21]2[C:26]=1[N:25]=[CH:24][C:23]([C:27]([O:29][CH2:30][CH3:31])=[O:28])=[C:22]2[OH:32])[C:41]1[CH:46]=[CH:45][CH:44]=[CH:43][CH:42]=1, predict the reactants needed to synthesize it. The reactants are: C(O[BH-](OC(=O)C)OC(=O)C)(=O)C.[Na+].[CH:15]([C:17]1[CH:18]=[C:19]([CH2:33][N:34]2[CH2:39][CH2:38][O:37][CH2:36][CH2:35]2)[CH:20]=[C:21]2[C:26]=1[N:25]=[CH:24][C:23]([C:27]([O:29][CH2:30][CH3:31])=[O:28])=[C:22]2[OH:32])=O.[CH2:40]([NH2:47])[C:41]1[CH:46]=[CH:45][CH:44]=[CH:43][CH:42]=1.C(O)(=O)C.